The task is: Binary Classification. Given a T-cell receptor sequence (or CDR3 region) and an epitope sequence, predict whether binding occurs between them.. This data is from TCR-epitope binding with 47,182 pairs between 192 epitopes and 23,139 TCRs. (1) The epitope is KLMNIQQKL. The TCR CDR3 sequence is CASSRGYEQYF. Result: 0 (the TCR does not bind to the epitope). (2) The epitope is SGPLKAEIAQRLED. Result: 0 (the TCR does not bind to the epitope). The TCR CDR3 sequence is CSALAGAFYEQYF. (3) The epitope is LPPAYTNSF. The TCR CDR3 sequence is CASSQDGQEIYNEQFF. Result: 1 (the TCR binds to the epitope). (4) Result: 0 (the TCR does not bind to the epitope). The epitope is HSKKKCDEL. The TCR CDR3 sequence is CASSPGSGVRETQYF.